The task is: Regression. Given two drug SMILES strings and cell line genomic features, predict the synergy score measuring deviation from expected non-interaction effect.. This data is from NCI-60 drug combinations with 297,098 pairs across 59 cell lines. (1) Drug 1: C1CC(=O)NC(=O)C1N2CC3=C(C2=O)C=CC=C3N. Drug 2: C1=NC2=C(N1)C(=S)N=CN2. Cell line: MCF7. Synergy scores: CSS=20.3, Synergy_ZIP=-3.59, Synergy_Bliss=-1.79, Synergy_Loewe=-21.6, Synergy_HSA=-0.384. (2) Drug 1: C1=CC=C(C=C1)NC(=O)CCCCCCC(=O)NO. Drug 2: C1C(C(OC1N2C=NC3=C2NC=NCC3O)CO)O. Cell line: NCI/ADR-RES. Synergy scores: CSS=57.9, Synergy_ZIP=0.554, Synergy_Bliss=-0.753, Synergy_Loewe=-15.7, Synergy_HSA=-0.000218. (3) Drug 1: CN1C(=O)N2C=NC(=C2N=N1)C(=O)N. Drug 2: CC1C(C(CC(O1)OC2CC(CC3=C2C(=C4C(=C3O)C(=O)C5=C(C4=O)C(=CC=C5)OC)O)(C(=O)CO)O)N)O.Cl. Cell line: NCI-H226. Synergy scores: CSS=23.5, Synergy_ZIP=-2.31, Synergy_Bliss=-2.07, Synergy_Loewe=-12.7, Synergy_HSA=-0.795. (4) Drug 1: CN1C2=C(C=C(C=C2)N(CCCl)CCCl)N=C1CCCC(=O)O.Cl. Drug 2: CC12CCC3C(C1CCC2OP(=O)(O)O)CCC4=C3C=CC(=C4)OC(=O)N(CCCl)CCCl.[Na+]. Cell line: HCT116. Synergy scores: CSS=4.70, Synergy_ZIP=-1.45, Synergy_Bliss=-7.98, Synergy_Loewe=-13.8, Synergy_HSA=-5.75. (5) Drug 1: COC1=C(C=C2C(=C1)N=CN=C2NC3=CC(=C(C=C3)F)Cl)OCCCN4CCOCC4. Drug 2: CCN(CC)CCNC(=O)C1=C(NC(=C1C)C=C2C3=C(C=CC(=C3)F)NC2=O)C. Cell line: NCI-H460. Synergy scores: CSS=12.8, Synergy_ZIP=-5.63, Synergy_Bliss=-3.02, Synergy_Loewe=-5.38, Synergy_HSA=-4.71. (6) Drug 1: CCC1(CC2CC(C3=C(CCN(C2)C1)C4=CC=CC=C4N3)(C5=C(C=C6C(=C5)C78CCN9C7C(C=CC9)(C(C(C8N6C=O)(C(=O)OC)O)OC(=O)C)CC)OC)C(=O)OC)O.OS(=O)(=O)O. Drug 2: CC1C(C(CC(O1)OC2CC(CC3=C2C(=C4C(=C3O)C(=O)C5=C(C4=O)C(=CC=C5)OC)O)(C(=O)CO)O)N)O.Cl. Cell line: HCT-15. Synergy scores: CSS=14.1, Synergy_ZIP=-0.108, Synergy_Bliss=2.04, Synergy_Loewe=0.859, Synergy_HSA=0.876. (7) Drug 1: CC(CN1CC(=O)NC(=O)C1)N2CC(=O)NC(=O)C2. Drug 2: CC1=C(C=C(C=C1)NC(=O)C2=CC=C(C=C2)CN3CCN(CC3)C)NC4=NC=CC(=N4)C5=CN=CC=C5. Cell line: NCI-H322M. Synergy scores: CSS=0.685, Synergy_ZIP=-1.88, Synergy_Bliss=-2.63, Synergy_Loewe=-2.77, Synergy_HSA=-2.11.